This data is from Forward reaction prediction with 1.9M reactions from USPTO patents (1976-2016). The task is: Predict the product of the given reaction. (1) Given the reactants [CH3:1][O:2][C:3]1[CH:4]=[C:5]([N:12]2[CH2:17][CH2:16][CH2:15][C@H:14]([C:18]([N:20]3[CH2:25][CH2:24][N:23]([CH3:26])[CH2:22][CH2:21]3)=[O:19])[CH2:13]2)[CH:6]=[CH:7][C:8]=1[N+:9]([O-:11])=[O:10].COC1C=C(N2CCC[C@@H](C(O)=O)C2)C=CC=1[N+]([O-])=O, predict the reaction product. The product is: [CH3:1][O:2][C:3]1[CH:4]=[C:5]([N:12]2[CH2:17][CH2:16][CH2:15][C@@H:14]([C:18]([N:20]3[CH2:21][CH2:22][N:23]([CH3:26])[CH2:24][CH2:25]3)=[O:19])[CH2:13]2)[CH:6]=[CH:7][C:8]=1[N+:9]([O-:11])=[O:10]. (2) Given the reactants [Br:1][C:2]1[CH:7]=[CH:6][C:5]([NH:8][C:9](=[N:17][OH:18])[C:10]2[CH:15]=[CH:14][CH:13]=[CH:12][C:11]=2F)=[CH:4][CH:3]=1.CC(C)([O-])C.[K+], predict the reaction product. The product is: [O:18]1[C:11]2[CH:12]=[CH:13][CH:14]=[CH:15][C:10]=2[C:9]([NH:8][C:5]2[CH:6]=[CH:7][C:2]([Br:1])=[CH:3][CH:4]=2)=[N:17]1. (3) Given the reactants [CH:1]([C:3]1[CH:13]=[CH:12][C:6]([O:7][CH2:8][C:9](O)=[O:10])=[CH:5][CH:4]=1)=[O:2].[CH3:14][N:15](C=O)C.C(Cl)(=O)C(Cl)=O, predict the reaction product. The product is: [CH:1]([C:3]1[CH:13]=[CH:12][C:6]([O:7][CH2:8][C:9]([NH:15][CH3:14])=[O:10])=[CH:5][CH:4]=1)=[O:2]. (4) Given the reactants Br[C:2]1[CH:16]=[CH:15][C:5]([CH2:6][NH:7][C:8](=[O:14])[O:9][C:10]([CH3:13])([CH3:12])[CH3:11])=[CH:4][CH:3]=1.B1(B2OC(C)(C)C(C)(C)O2)OC(C)(C)C(C)(C)O1.Br[C:36]1[C:37]2[C:38]3[CH:51]=[CH:50][S:49][C:39]=3[C:40](=[O:48])[NH:41][C:42]=2[CH:43]=[CH:44][C:45]=1[O:46][CH3:47], predict the reaction product. The product is: [CH3:47][O:46][C:45]1[CH:44]=[CH:43][C:42]2[NH:41][C:40](=[O:48])[C:39]3[S:49][CH:50]=[CH:51][C:38]=3[C:37]=2[C:36]=1[C:2]1[CH:16]=[CH:15][C:5]([CH2:6][NH:7][C:8](=[O:14])[O:9][C:10]([CH3:13])([CH3:12])[CH3:11])=[CH:4][CH:3]=1. (5) Given the reactants [NH2:1][C:2]1[CH:6]=[C:5]([C:7]2[CH:12]=[CH:11][CH:10]=[CH:9][CH:8]=2)[NH:4][N:3]=1.[C:13]1([C:22]2[CH:27]=[CH:26][C:25]([C:28]([OH:30])=O)=[CH:24][CH:23]=2)[CH:18]=[CH:17][C:16]([C:19]([OH:21])=O)=[CH:15][CH:14]=1, predict the reaction product. The product is: [C:7]1([C:5]2[NH:4][N:3]=[C:2]([NH:1][C:28]([C:25]3[CH:24]=[CH:23][C:22]([C:13]4[CH:14]=[CH:15][C:16]([C:19]([NH:1][C:2]5[CH:6]=[C:5]([C:7]6[CH:12]=[CH:11][CH:10]=[CH:9][CH:8]=6)[NH:4][N:3]=5)=[O:21])=[CH:17][CH:18]=4)=[CH:27][CH:26]=3)=[O:30])[CH:6]=2)[CH:12]=[CH:11][CH:10]=[CH:9][CH:8]=1. (6) The product is: [F:10][C:11]1[C:16]([C:6]2[N:5]=[C:4]([CH3:9])[N:3]=[C:2]([NH2:1])[CH:7]=2)=[CH:15][CH:14]=[CH:13][N:12]=1. Given the reactants [NH2:1][C:2]1[CH:7]=[C:6](Cl)[N:5]=[C:4]([CH3:9])[N:3]=1.[F:10][C:11]1[C:16](B(O)O)=[CH:15][CH:14]=[CH:13][N:12]=1.CC(N)CC1C=CC=CC=1.OP(O)(O)=O.C([O-])(=O)C.[K+], predict the reaction product. (7) Given the reactants [Cl:1][C:2]1[N:7]=[CH:6][N:5]=[C:4]([NH:8][C:9]2[CH:18]=[CH:17][C:12]([C:13]([O:15]C)=O)=[CH:11][CH:10]=2)[CH:3]=1.[F:19][C:20]1[CH:25]=[CH:24][C:23]([C:26]2[N:30]=[C:29]([NH2:31])[S:28][N:27]=2)=[CH:22][C:21]=1[C:32]([F:35])([F:34])[F:33].Cl, predict the reaction product. The product is: [Cl:1][C:2]1[N:7]=[CH:6][N:5]=[C:4]([NH:8][C:9]2[CH:10]=[CH:11][C:12]([C:13]([NH:31][C:29]3[S:28][N:27]=[C:26]([C:23]4[CH:24]=[CH:25][C:20]([F:19])=[C:21]([C:32]([F:35])([F:34])[F:33])[CH:22]=4)[N:30]=3)=[O:15])=[CH:17][CH:18]=2)[CH:3]=1. (8) Given the reactants [C:1]1([O:7][CH3:8])[CH:6]=[CH:5][CH:4]=[CH:3][CH:2]=1.[F:9][C:10]1[CH:18]=[CH:17][C:13]([C:14](Cl)=[O:15])=[CH:12][CH:11]=1.[Cl-].[Al+3].[Cl-].[Cl-].Cl, predict the reaction product. The product is: [F:9][C:10]1[CH:18]=[CH:17][C:13]([C:14]([C:4]2[CH:5]=[CH:6][C:1]([O:7][CH3:8])=[CH:2][CH:3]=2)=[O:15])=[CH:12][CH:11]=1.